Dataset: NCI-60 drug combinations with 297,098 pairs across 59 cell lines. Task: Regression. Given two drug SMILES strings and cell line genomic features, predict the synergy score measuring deviation from expected non-interaction effect. (1) Drug 1: CC1C(C(CC(O1)OC2CC(CC3=C2C(=C4C(=C3O)C(=O)C5=C(C4=O)C(=CC=C5)OC)O)(C(=O)C)O)N)O.Cl. Drug 2: CC1CCCC2(C(O2)CC(NC(=O)CC(C(C(=O)C(C1O)C)(C)C)O)C(=CC3=CSC(=N3)C)C)C. Cell line: OVCAR-8. Synergy scores: CSS=25.2, Synergy_ZIP=-4.83, Synergy_Bliss=1.61, Synergy_Loewe=0.0699, Synergy_HSA=0.610. (2) Drug 1: CC1=C(N=C(N=C1N)C(CC(=O)N)NCC(C(=O)N)N)C(=O)NC(C(C2=CN=CN2)OC3C(C(C(C(O3)CO)O)O)OC4C(C(C(C(O4)CO)O)OC(=O)N)O)C(=O)NC(C)C(C(C)C(=O)NC(C(C)O)C(=O)NCCC5=NC(=CS5)C6=NC(=CS6)C(=O)NCCC[S+](C)C)O. Drug 2: CN(CC1=CN=C2C(=N1)C(=NC(=N2)N)N)C3=CC=C(C=C3)C(=O)NC(CCC(=O)O)C(=O)O. Cell line: HT29. Synergy scores: CSS=44.1, Synergy_ZIP=3.13, Synergy_Bliss=0.564, Synergy_Loewe=-24.9, Synergy_HSA=-2.75.